The task is: Predict which catalyst facilitates the given reaction.. This data is from Catalyst prediction with 721,799 reactions and 888 catalyst types from USPTO. (1) Product: [Br:23][CH:10]([CH2:11][C:12]1[CH:17]=[CH:16][CH:15]=[CH:14][CH:13]=1)[C:9]([C:6]1[CH:5]=[CH:4][C:3]([O:2][CH3:1])=[CH:8][CH:7]=1)=[O:18]. Reactant: [CH3:1][O:2][C:3]1[CH:8]=[CH:7][C:6]([C:9](=[O:18])[CH2:10][CH2:11][C:12]2[CH:17]=[CH:16][CH:15]=[CH:14][CH:13]=2)=[CH:5][CH:4]=1.[Al+3].[Cl-].[Cl-].[Cl-].[Br-:23]. The catalyst class is: 22. (2) Reactant: [S:1]1[CH:5]=[C:4]2[C:6](O[C:9](=[O:10])[C:3]2=[CH:2]1)=[O:7].[CH2:11]([CH:13]([CH2:27][CH2:28][CH2:29][CH3:30])[CH2:14][CH2:15][C:16]1[C:22]([F:23])=[C:21]([F:24])[C:19]([NH2:20])=[C:18]([F:25])[C:17]=1[F:26])[CH3:12]. Product: [CH2:11]([CH:13]([CH2:27][CH2:28][CH2:29][CH3:30])[CH2:14][CH2:15][C:16]1[C:17]([F:26])=[C:18]([F:25])[C:19]([N:20]2[C:9](=[O:10])[C:3]3=[CH:2][S:1][CH:5]=[C:4]3[C:6]2=[O:7])=[C:21]([F:24])[C:22]=1[F:23])[CH3:12]. The catalyst class is: 11. (3) Reactant: [Br:1][C:2]1[N:7]=[C:6]([C:8]([OH:10])=O)[CH:5]=[CH:4][CH:3]=1.[CH:11]([N:14]1[CH2:19][CH2:18][NH:17][CH2:16][CH2:15]1)([CH3:13])[CH3:12].Cl.CN(C)CCCN=C=NCC.ON1C2C=CC=CC=2N=N1.CCN(C(C)C)C(C)C. Product: [Br:1][C:2]1[N:7]=[C:6]([C:8]([N:17]2[CH2:18][CH2:19][N:14]([CH:11]([CH3:13])[CH3:12])[CH2:15][CH2:16]2)=[O:10])[CH:5]=[CH:4][CH:3]=1. The catalyst class is: 34. (4) Reactant: [C:1]([N:8]1[CH2:12][CH2:11][CH:10]=[CH:9]1)([O:3][C:4]([CH3:7])([CH3:6])[CH3:5])=[O:2].[OH:13][N:14]=[C:15](Cl)[C:16]1[CH:17]=[N:18][CH:19]=[CH:20][CH:21]=1.C(=O)(O)[O-].[Na+]. Product: [C:4]([O:3][C:1]([N:8]1[CH2:12][C@H:11]2[C@H:10]([C:15]([C:16]3[CH:17]=[N:18][CH:19]=[CH:20][CH:21]=3)=[N:14][O:13]2)[CH2:9]1)=[O:2])([CH3:7])([CH3:6])[CH3:5]. The catalyst class is: 32. (5) Reactant: FC(F)(F)C1C=CC=C(C(F)(F)F)C=1.[F:15][C:16]([F:27])([F:26])[C:17]1[CH:25]=[CH:24][C:20]([C:21](Cl)=[O:22])=[CH:19][CH:18]=1.[H][H]. Product: [F:15][C:16]([F:26])([F:27])[C:17]1[CH:25]=[CH:24][C:20]([CH:21]=[O:22])=[CH:19][CH:18]=1. The catalyst class is: 6. (6) The catalyst class is: 3. Reactant: [C:1]([O-:4])(=[S:3])[CH3:2].[K+].[CH2:6]([C@@H:13]1[CH2:17][O:16][C:15](=[O:18])[N:14]1[C:19](=[O:26])[C@H:20]([CH2:24]I)[CH:21]([CH3:23])[CH3:22])[C:7]1[CH:12]=[CH:11][CH:10]=[CH:9][CH:8]=1.O. Product: [CH2:6]([C@@H:13]1[CH2:17][O:16][C:15](=[O:18])[N:14]1[C:19](=[O:26])[C@H:20]([CH2:24][S:3][C:1](=[O:4])[CH3:2])[CH:21]([CH3:22])[CH3:23])[C:7]1[CH:8]=[CH:9][CH:10]=[CH:11][CH:12]=1. (7) Reactant: [CH3:1][O:2][C:3]1[CH:4]=[C:5]2[C:9](=[CH:10][CH:11]=1)[NH:8][CH:7]=[C:6]2[CH:12]1[CH2:16][CH2:15][NH:14][CH2:13]1.O.[C:18]([OH:22])(=[O:21])[CH:19]=O. Product: [CH3:1][O:2][C:3]1[CH:4]=[C:5]2[C:9](=[CH:10][CH:11]=1)[NH:8][C:7]1[CH:19]([C:18]([OH:22])=[O:21])[N:14]3[CH2:13][CH:12]([C:6]2=1)[CH2:16][CH2:15]3. The catalyst class is: 24. (8) Reactant: [CH2:1]([O:3][C:4](=[O:35])[C@H:5]([CH2:17][C:18]1[CH:23]=[CH:22][C:21]([C:24]2[CH:29]=[CH:28][CH:27]=[CH:26][C:25]=2[O:30][CH3:31])=[C:20]([CH:32](O)[CH3:33])[CH:19]=1)[NH:6][C:7](=[O:16])[C:8]1[C:13]([Cl:14])=[CH:12][CH:11]=[CH:10][C:9]=1[Cl:15])[CH3:2].[SiH](CC)(CC)CC.CCOCC. Product: [CH2:1]([O:3][C:4](=[O:35])[C@H:5]([CH2:17][C:18]1[CH:23]=[CH:22][C:21]([C:24]2[CH:29]=[CH:28][CH:27]=[CH:26][C:25]=2[O:30][CH3:31])=[C:20]([CH2:32][CH3:33])[CH:19]=1)[NH:6][C:7](=[O:16])[C:8]1[C:9]([Cl:15])=[CH:10][CH:11]=[CH:12][C:13]=1[Cl:14])[CH3:2]. The catalyst class is: 23. (9) Reactant: C([O:8][CH2:9][C:10]1([CH2:14][N:15]2[C:19]([C:20]3[CH:25]=[CH:24][C:23]([F:26])=[CH:22][CH:21]=3)=[C:18]([C:27]3[CH:28]=[CH:29][C:30]4[O:35][CH2:34][C:33](=[O:36])[NH:32][C:31]=4[CH:37]=3)[C:17]([CH3:38])=[N:16]2)[CH2:13][CH2:12][CH2:11]1)C1C=CC=CC=1. Product: [F:26][C:23]1[CH:22]=[CH:21][C:20]([C:19]2[N:15]([CH2:14][C:10]3([CH2:9][OH:8])[CH2:13][CH2:12][CH2:11]3)[N:16]=[C:17]([CH3:38])[C:18]=2[C:27]2[CH:28]=[CH:29][C:30]3[O:35][CH2:34][C:33](=[O:36])[NH:32][C:31]=3[CH:37]=2)=[CH:25][CH:24]=1. The catalyst class is: 178. (10) Product: [CH3:21][O:22][C:2]1[N:7]=[C:6]([C:8]2[S:9][C:10]3[CH:16]=[C:15]([O:17][CH2:18][CH2:19][F:20])[CH:14]=[CH:13][C:11]=3[CH:12]=2)[CH:5]=[CH:4][N:3]=1. Reactant: Cl[C:2]1[N:7]=[C:6]([C:8]2[S:9][C:10]3[CH:16]=[C:15]([O:17][CH2:18][CH2:19][F:20])[CH:14]=[CH:13][C:11]=3[CH:12]=2)[CH:5]=[CH:4][N:3]=1.[CH3:21][OH:22].C[O-].[Na+].O. The catalyst class is: 7.